This data is from Peptide-MHC class I binding affinity with 185,985 pairs from IEDB/IMGT. The task is: Regression. Given a peptide amino acid sequence and an MHC pseudo amino acid sequence, predict their binding affinity value. This is MHC class I binding data. (1) The peptide sequence is DQEKKILMN. The MHC is HLA-A11:01 with pseudo-sequence HLA-A11:01. The binding affinity (normalized) is 0. (2) The peptide sequence is LLRKHTLKI. The MHC is HLA-B08:01 with pseudo-sequence HLA-B08:01. The binding affinity (normalized) is 0.719. (3) The peptide sequence is ALSPALTAL. The MHC is HLA-A02:01 with pseudo-sequence HLA-A02:01. The binding affinity (normalized) is 0.513. (4) The peptide sequence is VMAPRTLIL. The MHC is HLA-B45:06 with pseudo-sequence HLA-B45:06. The binding affinity (normalized) is 0.213. (5) The peptide sequence is AIDFLLQRW. The MHC is HLA-A02:01 with pseudo-sequence HLA-A02:01. The binding affinity (normalized) is 0. (6) The peptide sequence is FNRGLLLSAL. The MHC is HLA-B08:01 with pseudo-sequence HLA-B08:01. The binding affinity (normalized) is 0.399.